Dataset: Full USPTO retrosynthesis dataset with 1.9M reactions from patents (1976-2016). Task: Predict the reactants needed to synthesize the given product. (1) Given the product [CH3:18][O:17][C:14]1[CH:15]=[CH:16][C:11]([C:9]2[N:8]([CH2:19][O:20][CH2:21][CH2:22][Si:23]([CH3:26])([CH3:25])[CH3:24])[C:5]3=[N:6][CH:7]=[C:2]([C:41](=[O:44])[CH3:40])[N:3]=[C:4]3[CH:10]=2)=[CH:12][CH:13]=1, predict the reactants needed to synthesize it. The reactants are: Br[C:2]1[N:3]=[C:4]2[CH:10]=[C:9]([C:11]3[CH:16]=[CH:15][C:14]([O:17][CH3:18])=[CH:13][CH:12]=3)[N:8]([CH2:19][O:20][CH2:21][CH2:22][Si:23]([CH3:26])([CH3:25])[CH3:24])[C:5]2=[N:6][CH:7]=1.BrC1C(N)=NC=C(Br)N=1.C(C1C=C[C:41]([O:44]C)=[CH:40]C=1)#C.[Li]CCCC.CC(N(C)C)=O. (2) Given the product [F:45][C:46]1[CH:47]=[C:48]([NH:54][C:2]2[C:7]([C:8]3[N:13]=[C:12]([CH3:14])[N:11]=[C:10]([N:15]([CH2:25][C:26]4[CH:27]=[CH:28][C:29]([O:32][CH3:33])=[CH:30][CH:31]=4)[CH2:16][C:17]4[CH:18]=[CH:19][C:20]([O:23][CH3:24])=[CH:21][CH:22]=4)[N:9]=3)=[CH:6][C:5]([CH2:34][C:35]3[CH:36]=[CH:37][C:38]([S:41]([CH3:44])(=[O:43])=[O:42])=[CH:39][CH:40]=3)=[CH:4][N:3]=2)[CH:49]=[N:50][C:51]=1[O:52][CH3:53], predict the reactants needed to synthesize it. The reactants are: F[C:2]1[C:7]([C:8]2[N:13]=[C:12]([CH3:14])[N:11]=[C:10]([N:15]([CH2:25][C:26]3[CH:31]=[CH:30][C:29]([O:32][CH3:33])=[CH:28][CH:27]=3)[CH2:16][C:17]3[CH:22]=[CH:21][C:20]([O:23][CH3:24])=[CH:19][CH:18]=3)[N:9]=2)=[CH:6][C:5]([CH2:34][C:35]2[CH:40]=[CH:39][C:38]([S:41]([CH3:44])(=[O:43])=[O:42])=[CH:37][CH:36]=2)=[CH:4][N:3]=1.[F:45][C:46]1[CH:47]=[C:48]([NH2:54])[CH:49]=[N:50][C:51]=1[O:52][CH3:53].C[Si]([N-][Si](C)(C)C)(C)C.[Li+]. (3) Given the product [CH2:30]([O:37][C:38]1[CH:39]=[CH:40][C:41]([C:42]([N:9]2[CH2:10][C:11]([CH3:22])([CH3:21])[C:12]3[C:20]4[CH:19]=[CH:18][CH:17]=[CH:16][C:15]=4[NH:14][C:13]=3[C:7]([C:5]([O:4][CH:1]([CH3:3])[CH3:2])=[O:6])=[CH:8]2)=[O:43])=[CH:45][CH:46]=1)[C:31]1[CH:32]=[CH:33][CH:34]=[CH:35][CH:36]=1, predict the reactants needed to synthesize it. The reactants are: [CH:1]([O:4][C:5]([C:7]1[C:13]2[NH:14][C:15]3[CH:16]=[CH:17][CH:18]=[CH:19][C:20]=3[C:12]=2[C:11]([CH3:22])([CH3:21])[CH2:10][NH:9][CH:8]=1)=[O:6])([CH3:3])[CH3:2].C(N(CC)CC)C.[CH2:30]([O:37][C:38]1[CH:46]=[CH:45][C:41]([C:42](Cl)=[O:43])=[CH:40][CH:39]=1)[C:31]1[CH:36]=[CH:35][CH:34]=[CH:33][CH:32]=1.